This data is from hERG Central: cardiac toxicity at 1µM, 10µM, and general inhibition. The task is: Predict hERG channel inhibition at various concentrations. (1) The molecule is CO/N=C(\Cn1ncc(N2CCCC2)c(Cl)c1=O)c1ccc(Cl)cc1. Results: hERG_inhib (hERG inhibition (general)): blocker. (2) The compound is CCCCN(C)C(=O)c1nc2ccccn2c1CN1CCN(C(=O)c2cccs2)CC1. Results: hERG_inhib (hERG inhibition (general)): blocker. (3) The compound is COc1cc2cc(C)c(SCC(=O)N3CCN(C(=O)c4ccco4)CC3)nc2cc1OC. Results: hERG_inhib (hERG inhibition (general)): blocker. (4) The compound is COCCNC(=O)c1cccc(OC2CCN(Cc3ccc(C(C)C)cc3)CC2)c1. Results: hERG_inhib (hERG inhibition (general)): blocker.